This data is from Forward reaction prediction with 1.9M reactions from USPTO patents (1976-2016). The task is: Predict the product of the given reaction. (1) Given the reactants F[C:2]1[CH:9]=[CH:8][CH:7]=[C:6]([F:10])[C:3]=1[C:4]#[N:5].[NH:11]1[CH2:16][CH2:15][CH2:14][CH2:13][CH2:12]1, predict the reaction product. The product is: [F:10][C:6]1[CH:7]=[CH:8][CH:9]=[C:2]([N:11]2[CH2:16][CH2:15][CH2:14][CH2:13][CH2:12]2)[C:3]=1[C:4]#[N:5]. (2) Given the reactants [CH2:1]([O:8][C:9]1[CH:14]=[C:13]([CH2:15][OH:16])[C:12]([OH:17])=[C:11]([CH3:18])[C:10]=1[CH3:19])[C:2]1[CH:7]=[CH:6][CH:5]=[CH:4][CH:3]=1.[C:20]1(C)[C:21](S(O)(=O)=O)=CC=C[CH:25]=1, predict the reaction product. The product is: [CH2:1]([O:8][C:9]1[C:10]([CH3:19])=[C:11]([CH3:18])[C:12]2[O:17][C:20]([CH3:21])([CH3:25])[O:16][CH2:15][C:13]=2[CH:14]=1)[C:2]1[CH:3]=[CH:4][CH:5]=[CH:6][CH:7]=1. (3) Given the reactants [NH2:1][C:2]1[N:14]=[C:13]2[N:4]([C:5]([CH2:17][C:18]3[CH:26]=[CH:25][C:21]4[O:22][CH2:23][O:24][C:20]=4[CH:19]=3)=[N:6][C:7]3[CH:8]=[CH:9][C:10]([C:15]#[N:16])=[CH:11][C:12]=32)[N:3]=1.[BH4-].[Na+], predict the reaction product. The product is: [NH2:16][CH2:15][C:10]1[CH:9]=[CH:8][C:7]2[N:6]=[C:5]([CH2:17][C:18]3[CH:26]=[CH:25][C:21]4[O:22][CH2:23][O:24][C:20]=4[CH:19]=3)[N:4]3[N:3]=[C:2]([NH2:1])[N:14]=[C:13]3[C:12]=2[CH:11]=1. (4) Given the reactants [F:1][C:2]([F:27])([F:26])[CH:3]([N:16]1[CH2:21][CH2:20][CH:19]([C:22]([O:24][CH3:25])=[O:23])[CH2:18][CH2:17]1)[C:4]1[CH:13]=[CH:12][C:11]2[C:6](=[CH:7][CH:8]=[C:9]([O:14]C)[CH:10]=2)[CH:5]=1.B(Br)(Br)Br.CO.C([O-])(O)=O.[Na+], predict the reaction product. The product is: [F:27][C:2]([F:1])([F:26])[CH:3]([N:16]1[CH2:21][CH2:20][CH:19]([C:22]([O:24][CH3:25])=[O:23])[CH2:18][CH2:17]1)[C:4]1[CH:13]=[CH:12][C:11]2[C:6](=[CH:7][CH:8]=[C:9]([OH:14])[CH:10]=2)[CH:5]=1.